From a dataset of Full USPTO retrosynthesis dataset with 1.9M reactions from patents (1976-2016). Predict the reactants needed to synthesize the given product. Given the product [CH3:26][N:27]1[C:2]([C:3]2[O:25][CH:8]=[N:7][C:4]=2[CH3:5])=[N:30][NH:29][C:28]1=[S:31], predict the reactants needed to synthesize it. The reactants are: C1C[CH2:5][CH:4]([N:7]=[C:8]=NC2CCCCC2)[CH2:3][CH2:2]1.C1C=CC2N([OH:25])N=NC=2C=1.[CH3:26][NH:27][C:28](=[S:31])[NH:29][NH2:30].